Dataset: Reaction yield outcomes from USPTO patents with 853,638 reactions. Task: Predict the reaction yield, written as a fraction of the theoretical maximum amount of product (1.0 means a 100% yield; for example, 0.34 means a 34% yield). (1) The reactants are [NH2:1][C:2]1[S:3][C:4]2[C:9]([N:10]=1)=[CH:8][CH:7]=[C:6]([O:11][C:12]1[CH:13]=[C:14]([NH:19][C:20](=[O:31])[C:21]3[CH:26]=[CH:25][CH:24]=[C:23]([C:27]([F:30])([F:29])[F:28])[CH:22]=3)[CH:15]=[CH:16][C:17]=1[CH3:18])[N:5]=2.[CH:32]1([C:35](Cl)=[O:36])[CH2:34][CH2:33]1. The catalyst is N1C=CC=CC=1. The product is [CH:32]1([C:35]([NH:1][C:2]2[S:3][C:4]3[C:9]([N:10]=2)=[CH:8][CH:7]=[C:6]([O:11][C:12]2[CH:13]=[C:14]([NH:19][C:20](=[O:31])[C:21]4[CH:26]=[CH:25][CH:24]=[C:23]([C:27]([F:30])([F:29])[F:28])[CH:22]=4)[CH:15]=[CH:16][C:17]=2[CH3:18])[N:5]=3)=[O:36])[CH2:34][CH2:33]1. The yield is 0.560. (2) The reactants are [Cl:1][C:2]1[CH:3]=[CH:4][C:5]([O:33][CH:34]([F:36])[F:35])=[C:6]([C:8]2[C:12]([NH:13][C:14]([C:16]3[C:17]([NH:25][C:26](=[O:32])[O:27][C:28]([CH3:31])([CH3:30])[CH3:29])=[N:18][N:19]4[CH:24]=[CH:23][CH:22]=[N:21][C:20]=34)=[O:15])=[CH:11][NH:10][N:9]=2)[CH:7]=1.C(=O)([O-])[O-].[Cs+].[Cs+].[C:43]([O:47][C:48](=[O:51])[CH2:49]Br)([CH3:46])([CH3:45])[CH3:44]. The catalyst is CN(C=O)C.O. The product is [C:43]([O:47][C:48](=[O:51])[CH2:49][N:10]1[CH:11]=[C:12]([NH:13][C:14]([C:16]2[C:17]([NH:25][C:26]([O:27][C:28]([CH3:29])([CH3:30])[CH3:31])=[O:32])=[N:18][N:19]3[CH:24]=[CH:23][CH:22]=[N:21][C:20]=23)=[O:15])[C:8]([C:6]2[CH:7]=[C:2]([Cl:1])[CH:3]=[CH:4][C:5]=2[O:33][CH:34]([F:36])[F:35])=[N:9]1)([CH3:46])([CH3:45])[CH3:44]. The yield is 0.740. (3) The reactants are C([N:8]1[CH2:14][C:13]2[CH:15]=[CH:16][N:17]=[C:18]([Cl:19])[C:12]=2[O:11][CH2:10][CH2:9]1)C1C=CC=CC=1.ClC(OC(Cl)C)=O. The catalyst is C(#N)C. The product is [Cl:19][C:18]1[C:12]2[O:11][CH2:10][CH2:9][NH:8][CH2:14][C:13]=2[CH:15]=[CH:16][N:17]=1. The yield is 0.420. (4) The reactants are F[C:2]1[CH:10]=[CH:9][C:8]([CH2:11][C:12]2[C:21]3[C:16](=[CH:17][CH:18]=[CH:19][CH:20]=3)[C:15](=[O:22])[NH:14][N:13]=2)=[CH:7][C:3]=1[C:4]([OH:6])=O.[CH2:23]([O:25][CH:26]1[CH2:31][CH2:30][NH:29][CH2:28][CH2:27]1)[CH3:24].C(N(CC)CC)C. The catalyst is CN(C=O)C. The product is [CH2:23]([O:25][CH:26]1[CH2:31][CH2:30][N:29]([C:4]([C:3]2[CH:7]=[C:8]([CH:9]=[CH:10][CH:2]=2)[CH2:11][C:12]2[C:21]3[C:16](=[CH:17][CH:18]=[CH:19][CH:20]=3)[C:15](=[O:22])[NH:14][N:13]=2)=[O:6])[CH2:28][CH2:27]1)[CH3:24]. The yield is 0.626. (5) The reactants are [CH3:1]C(=O)C=C.[CH2:6]1[CH2:10][O:9][CH2:8][CH2:7]1.[CH3:11][C:12]([CH:14]=[C:15](C)[CH3:16])=[CH2:13].ClCCl. The catalyst is [Cl-].[Al+3].[Cl-].[Cl-].O. The product is [CH3:11][C:12]1([CH3:13])[CH:14]=[C:15]([CH3:16])[CH2:10][CH2:6][CH:7]1[C:8](=[O:9])[CH3:1]. The yield is 0.970.